This data is from Experimentally validated miRNA-target interactions with 360,000+ pairs, plus equal number of negative samples. The task is: Binary Classification. Given a miRNA mature sequence and a target amino acid sequence, predict their likelihood of interaction. (1) The miRNA is rno-miR-218a-5p with sequence UUGUGCUUGAUCUAACCAUGU. The protein sequence of the target gene is MFGGAKGGHFGVPPAGYSGAVPQSEAGTKAGPAGGRPADTMWRVRCKAKGGTHLLQGLSSRTRLRELQGQIAAITGIAPGSQRILVGYPPECLDLSDRDITLGDLPIQSGDMLIVEEDQTRPKASPAFSKYGAPSYVREALPVLTRTAVPADNSCLFTSVYYVVEGGVLNPACAPEMRRLIAQIVASDPVLYSEAILGKTNEDYCDWIRRDDTWGGAIEISILSKFYQCEICVVDTQTVRIDRFGEDAGYTKRVLLIYDGIHYDPLQRNFPDPDTPPLTIFSSNDDIVLVQALELADEAR.... Result: 0 (no interaction). (2) The miRNA is hsa-miR-142-3p with sequence UGUAGUGUUUCCUACUUUAUGGA. The protein sequence of the target gene is MKAVVQRVTRASVTVGGEQISAIGRGICVLLGISLEDTQKELEHMVRKILNLRVFEDESGKHWSKSVMDKQYEILCVSQFTLQCVLKGNKPDFHLAMPTEQAEGFYNSFLEQLRKTYRPELIKDGKFGAYMQVHIQNDGPVTIELESPAPGTATSDPKQLSKLEKQQQRKEKTRAKGPSESSKERNTPRKEDRSASSGAEGDVSSEREP. Result: 1 (interaction). (3) The miRNA is hsa-miR-23a-3p with sequence AUCACAUUGCCAGGGAUUUCC. The protein sequence of the target gene is MAAFAVDPQAPTLGSEPMMLGSPTSPKTGANAQFLPGFLMGDLPAPVTPQPRSISGPSVGVMEMRSPLLAGGSPPQPVVPAHKDKSGAPPVRSIYDDISSPGLGSTPLTSRRQANISLLQSPLVGATTPVPGQSMFSPANIGQPRKTTLSPAQLDPFYTQGDSLTSEDHLDDTWVTVFGFPQASASYILLQFAQYGNILKHVMSNTGNWMHIRYQSKLQARKALSKDGRIFGESIMIGVKPCIDKNVMENSDRGVLSSPSLAFTTPIRTLGTPTQSGSTPRVSTMRPLATAYKASTSDYQ.... Result: 0 (no interaction). (4) The miRNA is mmu-miR-23a-3p with sequence AUCACAUUGCCAGGGAUUUCC. The protein sequence of the target gene is MNYVGQLAETVFGTVKELYRGLNPATLSGGIDVLVVKQVDGSFRCSPFHVRFGKLGVLRSREKVVDIELNGEPVDLHMKLGDSGEAFFVQELESDDEHVPPGLCTSPIPWGGLSGFPSDSQLGTASEPEGLVMAGTASTGRRKRRRRRKPKQKEDAVATDSSPEELEAGAESELSLPEKLRPEPPGVQLEEKSSLQPKDIYPYSDGEWPPQASLSAGELTSPKSDSELEVRTPEPSPLRAESHMQWAWGRLPKVARAERPESSVVLEGRAGATSPPRGGPSTPSTSVAGGVDPLGLPIQQ.... Result: 0 (no interaction). (5) The miRNA is hsa-miR-877-3p with sequence UCCUCUUCUCCCUCCUCCCAG. The protein sequence of the target gene is MKLNERSLAFYATCDAPVDNAGFLYKRGGRGTGSHRRWFVLRGNILFYFEAEGSREPLGVILLEGCTVELVDAREEFAFAVRFAGGRSRPYVLAADSQAALEGWVKALSRASFHYLRLVVRELEQQLAAMREGSPANALPANPSPVLTQRPKENGWVVWSTLPEQPSVAPQRPPPLPPRRRASAANGPLASFAQLHARYGLEVQALRDQWRGGQAGLASLEVPWHPGSAETQTQDQPALRGHSGCKVLHVFRSVEWPVCNPGSQGT. Result: 0 (no interaction). (6) The miRNA is mmu-miR-497b with sequence CACCACAGUGUGGUUUGGACGUGG. The protein sequence of the target gene is MQAMEGEVLLPALYEEEEEEEEEEEEVEEEEEQVQKGGSVGSLSVNKHRGLSLTETELEELRAQVLQLVAELEETRELAGQHEDDSLELQGLLEDERLASAQQAEVFTKQIQQLQGELRSLREEISLLEHEKESELKEIEQELHLAQAEIQSLRQAAEDSATEHESDIASLQEDLCRMQNELEDMERIRGDYEMEIASLRAEMEMKSSEPSGSLGLSDYSGLQEELQELRERYHFLNEEYRALQESNSSLTGQLADLESERTQRATERWLQSQTLSMTSAESQTSEMDFLEPDPEMQLLR.... Result: 0 (no interaction). (7) The miRNA is hsa-miR-449c-5p with sequence UAGGCAGUGUAUUGCUAGCGGCUGU. The protein sequence of the target gene is MRTANGGPRARASPSASPADPGLPEGSERTEMRMRQMCGGSETQGPAPSQQGGRGSNACCFCWCCCCTCSCLTVRNQEDQRPQRASHEIRTDIPACEESPTPTLEEVCAWAQSFDNLMVTPAGRNAFREFLRTEFSEENMLFWMACEELKREANKSTIEEKARIIYEDYISILSPKEVSLDSRVREVINRNMVDPSQHIFDDAQLQIYTLMHRDSYPRFMNSTVYKDLLTSLAEKTVEA. Result: 0 (no interaction). (8) The miRNA is ath-miR160c-5p with sequence UGCCUGGCUCCCUGUAUGCCA. The protein sequence of the target gene is MPLRLDIKRKLTARSDRVKSVDLHPTEPWMLASLYNGSVCVWNHETQTLVKTFEVCDLPVRAAKFVARKNWVVTGADDMQIRVFNYNTLERVHMFEAHSDYIRCIAVHPTQPFILTSSDDMLIKLWDWDKKWSCSQVFEGHTHYVMQIVINPKDNNQFASASLDRTIKVWQLGSSSPNFTLEGHEKGVNCIDYYSGGDKPYLISGADDRLVKIWDYQNKTCVQTLEGHAQNVSCASFHPELPIIITGSEDGTVRIWHSSTYRLESTLNYGMERVWCVASLRGSNNVALGYDEGSIIVKLG.... Result: 0 (no interaction). (9) The miRNA is rno-miR-122-5p with sequence UGGAGUGUGACAAUGGUGUUUG. The protein sequence of the target gene is MESRGKSASSPKPDTKVPQATAEAKATPAADGKAPLTKPVKKDTQAEKQEQAAAPGPAATKKTPAKADPVLLNNHSNLKPAPTVPAAPSSPDATSEPKGPGDGAEEDESNTGGRGPWPCENLTPLLVAGGVAVATIALILGVAFLARKK. Result: 0 (no interaction).